This data is from NCI-60 drug combinations with 297,098 pairs across 59 cell lines. The task is: Regression. Given two drug SMILES strings and cell line genomic features, predict the synergy score measuring deviation from expected non-interaction effect. (1) Drug 1: CC1=C2C(C(=O)C3(C(CC4C(C3C(C(C2(C)C)(CC1OC(=O)C(C(C5=CC=CC=C5)NC(=O)OC(C)(C)C)O)O)OC(=O)C6=CC=CC=C6)(CO4)OC(=O)C)O)C)O. Drug 2: C1CCC(C(C1)N)N.C(=O)(C(=O)[O-])[O-].[Pt+4]. Cell line: NCI/ADR-RES. Synergy scores: CSS=18.6, Synergy_ZIP=-11.8, Synergy_Bliss=-3.48, Synergy_Loewe=1.32, Synergy_HSA=1.17. (2) Synergy scores: CSS=11.2, Synergy_ZIP=-1.67, Synergy_Bliss=0.794, Synergy_Loewe=-1.67, Synergy_HSA=0.949. Drug 1: CC(C1=C(C=CC(=C1Cl)F)Cl)OC2=C(N=CC(=C2)C3=CN(N=C3)C4CCNCC4)N. Drug 2: COCCOC1=C(C=C2C(=C1)C(=NC=N2)NC3=CC=CC(=C3)C#C)OCCOC.Cl. Cell line: MDA-MB-231.